From a dataset of Acute oral toxicity (LD50) regression data from Zhu et al.. Regression/Classification. Given a drug SMILES string, predict its toxicity properties. Task type varies by dataset: regression for continuous values (e.g., LD50, hERG inhibition percentage) or binary classification for toxic/non-toxic outcomes (e.g., AMES mutagenicity, cardiotoxicity, hepatotoxicity). Dataset: ld50_zhu. The drug is CCCC(=O)N(C)C(=O)ON=C1CSCCS1. The rat oral LD50 is 2.14, given as -log10 of the dose in mol/kg body weight (higher means more acutely toxic).